From a dataset of Full USPTO retrosynthesis dataset with 1.9M reactions from patents (1976-2016). Predict the reactants needed to synthesize the given product. (1) Given the product [CH3:9][C:1]1[CH:6]=[CH:5][CH:4]=[CH:3][C:2]=1[CH:7]=[N:11][OH:12], predict the reactants needed to synthesize it. The reactants are: [C:1]1([CH3:9])[C:2]([CH:7]=O)=[CH:3][CH:4]=[CH:5][CH:6]=1.Cl.[NH2:11][OH:12].N1C=CC=CC=1.Cl. (2) Given the product [CH3:35][S:32]([CH2:31][CH2:30][CH2:29][O:28][C:27]1[C:22]2[N:23]([C:19]([C:17]3[CH:16]=[CH:15][N:14]=[C:13]([NH:12][CH:9]4[CH2:10][CH2:11][CH:6]([C:4]([OH:5])=[O:3])[CH2:7][CH2:8]4)[N:18]=3)=[CH:20][N:21]=2)[CH:24]=[CH:25][CH:26]=1)(=[O:34])=[O:33], predict the reactants needed to synthesize it. The reactants are: C([O:3][C:4]([CH:6]1[CH2:11][CH2:10][CH:9]([NH:12][C:13]2[N:18]=[C:17]([C:19]3[N:23]4[CH:24]=[CH:25][CH:26]=[C:27]([O:28][CH2:29][CH2:30][CH2:31][S:32]([CH3:35])(=[O:34])=[O:33])[C:22]4=[N:21][CH:20]=3)[CH:16]=[CH:15][N:14]=2)[CH2:8][CH2:7]1)=[O:5])C.O[Li].O. (3) Given the product [CH:47]1([C:50]([N:28]2[CH2:29][CH2:30][C:24]3[C:23]([N:31]4[CH2:36][CH2:35][O:34][CH2:33][C@@H:32]4[CH3:37])=[N:22][C:21]([C:18]4[CH:17]=[CH:16][C:15]([NH:14][C:12]([NH:11][CH:8]5[CH2:9][CH2:10]5)=[O:13])=[CH:20][CH:19]=4)=[N:26][C:25]=3[CH2:27]2)=[O:51])[CH2:49][CH2:48]1, predict the reactants needed to synthesize it. The reactants are: FC(F)(F)C(O)=O.[CH:8]1([NH:11][C:12]([NH:14][C:15]2[CH:20]=[CH:19][C:18]([C:21]3[N:22]=[C:23]([N:31]4[CH2:36][CH2:35][O:34][CH2:33][C@@H:32]4[CH3:37])[C:24]4[CH2:30][CH2:29][NH:28][CH2:27][C:25]=4[N:26]=3)=[CH:17][CH:16]=2)=[O:13])[CH2:10][CH2:9]1.CCN(C(C)C)C(C)C.[CH:47]1([C:50](Cl)=[O:51])[CH2:49][CH2:48]1. (4) Given the product [CH:25]1[C:34]2[C:29](=[CH:30][C:31]([NH:35][C:2]3[N:24]=[C:5]4[C:6]([NH:10][CH2:11][C:12]5[CH:17]=[CH:16][CH:15]=[CH:14][C:13]=5[N:18]([CH3:23])[S:19]([CH3:22])(=[O:21])=[O:20])=[CH:7][CH:8]=[CH:9][N:4]4[N:3]=3)=[CH:32][CH:33]=2)[CH:28]=[CH:27][N:26]=1, predict the reactants needed to synthesize it. The reactants are: Cl[C:2]1[N:24]=[C:5]2[C:6]([NH:10][CH2:11][C:12]3[CH:17]=[CH:16][CH:15]=[CH:14][C:13]=3[N:18]([CH3:23])[S:19]([CH3:22])(=[O:21])=[O:20])=[CH:7][CH:8]=[CH:9][N:4]2[N:3]=1.[CH:25]1[C:34]2[C:29](=[CH:30][C:31]([NH2:35])=[CH:32][CH:33]=2)[CH:28]=[CH:27][N:26]=1.C1(P(C2CCCCC2)C2C=CC=CC=2C2C=CC=CC=2P(C2CCCCC2)C2CCCCC2)CCCCC1. (5) Given the product [F:7][C:8]1[CH:13]=[CH:12][C:11]([CH2:14][C:15]([CH3:42])([CH3:41])[CH2:16][N:18]2[CH2:23][CH2:22][CH2:21][CH:20]([CH2:24][NH:25][C:26]([NH:28][C:29]3[CH:34]=[CH:33][CH:32]=[C:31]([C:35]4[N:39]([CH3:40])[N:38]=[N:37][N:36]=4)[CH:30]=3)=[O:27])[CH2:19]2)=[CH:10][CH:9]=1, predict the reactants needed to synthesize it. The reactants are: B.O1CCCC1.[F:7][C:8]1[CH:13]=[CH:12][C:11]([CH2:14][C:15]([CH3:42])([CH3:41])[C:16]([N:18]2[CH2:23][CH2:22][CH2:21][CH:20]([CH2:24][NH:25][C:26]([NH:28][C:29]3[CH:34]=[CH:33][CH:32]=[C:31]([C:35]4[N:39]([CH3:40])[N:38]=[N:37][N:36]=4)[CH:30]=3)=[O:27])[CH2:19]2)=O)=[CH:10][CH:9]=1.Cl. (6) Given the product [F:1][C:2]1[CH:3]=[CH:4][C:5]([N+:11]([O-:13])=[O:12])=[C:6]([CH:10]=1)[C:7]([NH:17][CH3:14])=[O:8], predict the reactants needed to synthesize it. The reactants are: [F:1][C:2]1[CH:3]=[CH:4][C:5]([N+:11]([O-:13])=[O:12])=[C:6]([CH:10]=1)[C:7](O)=[O:8].[CH:14]([N:17](CC)C(C)C)(C)C.CN.O1CCCC1.CCCP1(OP(CCC)(=O)OP(CCC)(=O)O1)=O.C(OCC)(=O)C. (7) The reactants are: [CH:1]([C:4]1[CH:9]=[CH:8][C:7]([O:10][CH3:11])=[CH:6][CH:5]=1)([CH3:3])[CH3:2].ClC[CH2:14][C:15](Cl)=[O:16].[Al+3].[Cl-].[Cl-].[Cl-].Cl. Given the product [CH:1]([C:4]1[CH:5]=[C:6]2[C:7](=[CH:8][CH:9]=1)[O:10][CH2:11][CH2:14][C:15]2=[O:16])([CH3:3])[CH3:2], predict the reactants needed to synthesize it. (8) Given the product [CH3:13][N:1]1[C:6]2[CH:7]=[CH:8][CH:9]=[CH:10][C:5]=2[C:4](=[O:11])[O:3][C:2]1=[O:12], predict the reactants needed to synthesize it. The reactants are: [NH:1]1[C:6]2[CH:7]=[CH:8][CH:9]=[CH:10][C:5]=2[C:4](=[O:11])[O:3][C:2]1=[O:12].[C:13](=O)([O-])[O-].[K+].[K+].COS(OC)(=O)=O.ClCCl. (9) Given the product [NH2:10][C:4]1[CH:3]=[C:2]([Br:1])[C:7]([F:8])=[CH:6][C:5]=1[OH:9], predict the reactants needed to synthesize it. The reactants are: [Br:1][C:2]1[C:7]([F:8])=[CH:6][C:5]([OH:9])=[C:4]([N+:10]([O-])=O)[CH:3]=1.[Cl-].[NH4+].